Dataset: Forward reaction prediction with 1.9M reactions from USPTO patents (1976-2016). Task: Predict the product of the given reaction. (1) Given the reactants [Cl:1][C:2]1[CH:25]=[C:24]([C:26]2[CH2:31][CH2:30][C:29](=[O:32])[NH:28][N:27]=2)[CH:23]=[CH:22][C:3]=1[O:4][CH2:5][C:6]([NH:8][CH2:9][CH2:10][C:11]1[CH:16]=[CH:15][C:14]([O:17][CH2:18][CH:19]2[CH2:21][O:20]2)=[CH:13][CH:12]=1)=[O:7].ClC1C=C(C2CCC(=O)NN=2)C=CC=1OCC(NCC1C=CC(OCC(O)CNC(C)C)=CC=1)=O.[C:68]([NH2:72])([CH3:71])([CH3:70])[CH3:69], predict the reaction product. The product is: [C:68]([NH:72][CH2:21][CH:19]([OH:20])[CH2:18][O:17][C:14]1[CH:13]=[CH:12][C:11]([CH2:10][CH2:9][NH:8][C:6](=[O:7])[CH2:5][O:4][C:3]2[CH:22]=[CH:23][C:24]([C:26]3[CH2:31][CH2:30][C:29](=[O:32])[NH:28][N:27]=3)=[CH:25][C:2]=2[Cl:1])=[CH:16][CH:15]=1)([CH3:71])([CH3:70])[CH3:69]. (2) Given the reactants C(O[C:6](=O)[NH:7][CH2:8][CH:9]([C:18]1[CH:23]=[CH:22][C:21]([Br:24])=[CH:20][CH:19]=1)[C:10]1[CH:15]=[CH:14][CH:13]=[C:12]([O:16][CH3:17])[CH:11]=1)(C)(C)C.Br[C:42]1[CH:43]=[CH:38]C(C([C:38]2[CH:43]=[CH:42][CH:41]=[C:40](OC)C=2)CC(O)=O)=[CH:40][CH:41]=1.C([N:48]([CH2:51][CH3:52])CC)C.[C:53]1(P(N=[N+]=[N-])(C2C=CC=CC=2)=O)[CH:58]=CC=C[CH:54]=1, predict the reaction product. The product is: [Br:24][C:21]1[CH:20]=[CH:19][C:18]([C@H:9]2[C:10]3[C:15](=[CH:14][CH:13]=[C:12]([O:16][CH2:17][CH2:52][CH2:51][N:48]4[CH2:40][CH2:41][CH2:42][CH2:43][CH2:38]4)[CH:11]=3)[C@H:54]3[CH2:53][CH2:58][CH2:6][N:7]3[CH2:8]2)=[CH:23][CH:22]=1. (3) Given the reactants [C:1]([O:4][CH2:5][C:6]1[C:11](B2OC(C)(C)C(C)(C)O2)=[CH:10][C:9]([F:21])=[CH:8][C:7]=1[N:22]1[CH2:34][CH2:33][C:32]2[N:31]3[C:26]([CH2:27][CH2:28][CH2:29][CH2:30]3)=[CH:25][C:24]=2[C:23]1=[O:35])(=[O:3])[CH3:2].I[C:37]1[N:45]=[C:44]2[C:40]([N:41]=[CH:42][N:43]2[CH2:46][O:47][CH2:48][CH2:49][Si:50]([CH3:53])([CH3:52])[CH3:51])=[C:39]([NH:54][C:55]2[CH:60]=[CH:59][C:58]([N:61]3[CH2:66][CH2:65][N:64]([CH:67]4[CH2:70][O:69][CH2:68]4)[CH2:63][CH2:62]3)=[CH:57][CH:56]=2)[N:38]=1.[O-]P([O-])([O-])=O.[K+].[K+].[K+].C([O-])(=O)C.[Na+], predict the reaction product. The product is: [C:1]([O:4][CH2:5][C:6]1[C:7]([N:22]2[CH2:34][CH2:33][C:32]3[N:31]4[C:26]([CH2:27][CH2:28][CH2:29][CH2:30]4)=[CH:25][C:24]=3[C:23]2=[O:35])=[CH:8][C:9]([F:21])=[CH:10][C:11]=1[C:37]1[N:45]=[C:44]2[C:40]([N:41]=[CH:42][N:43]2[CH2:46][O:47][CH2:48][CH2:49][Si:50]([CH3:51])([CH3:52])[CH3:53])=[C:39]([NH:54][C:55]2[CH:56]=[CH:57][C:58]([N:61]3[CH2:66][CH2:65][N:64]([CH:67]4[CH2:68][O:69][CH2:70]4)[CH2:63][CH2:62]3)=[CH:59][CH:60]=2)[N:38]=1)(=[O:3])[CH3:2]. (4) Given the reactants [F:1][C:2]1[CH:3]=[C:4]([CH:19]=[CH:20][C:21]=1[F:22])[CH2:5][NH:6][C:7]([C:9]1[CH:14]=[C:13](Cl)[N:12]2[N:16]=[CH:17][CH:18]=[C:11]2[N:10]=1)=[O:8].[CH3:23][NH2:24], predict the reaction product. The product is: [F:1][C:2]1[CH:3]=[C:4]([CH:19]=[CH:20][C:21]=1[F:22])[CH2:5][NH:6][C:7]([C:9]1[CH:14]=[C:13]([NH:24][CH3:23])[N:12]2[N:16]=[CH:17][CH:18]=[C:11]2[N:10]=1)=[O:8]. (5) Given the reactants [CH:1]1([NH:6][C:7]([NH:9][C:10]([C:30]2[CH:35]=[CH:34][CH:33]=[C:32]([O:36][C:37]([F:40])([F:39])[F:38])[CH:31]=2)([C:19]2[CH:24]=[CH:23][CH:22]=[C:21]([O:25][C:26]([F:29])([F:28])[F:27])[CH:20]=2)[CH2:11][C:12]2[CH:17]=[CH:16][C:15]([OH:18])=[CH:14][CH:13]=2)=[O:8])[CH2:5][CH2:4][CH2:3][CH2:2]1.C1(P(C2C=CC=CC=2)C2C=CC=CC=2)C=CC=CC=1.O[CH2:61][CH2:62][CH2:63][CH2:64][CH2:65][C:66]([O:68][CH2:69][CH3:70])=[O:67].CCOC(/N=N/C(OCC)=O)=O, predict the reaction product. The product is: [CH:1]1([NH:6][C:7](=[O:8])[NH:9][C:10]([C:19]2[CH:24]=[CH:23][CH:22]=[C:21]([O:25][C:26]([F:29])([F:28])[F:27])[CH:20]=2)([C:30]2[CH:35]=[CH:34][CH:33]=[C:32]([O:36][C:37]([F:38])([F:39])[F:40])[CH:31]=2)[CH2:11][C:12]2[CH:17]=[CH:16][C:15]([O:18][CH2:61][CH2:62][CH2:63][CH2:64][CH2:65][C:66]([O:68][CH2:69][CH3:70])=[O:67])=[CH:14][CH:13]=2)[CH2:2][CH2:3][CH2:4][CH2:5]1. (6) Given the reactants Br[CH2:2]/[CH:3]=[CH:4]/[C:5]([NH:7][C:8]1[CH:9]=[C:10]2[C:15](=[CH:16][C:17]=1[O:18][CH3:19])[N:14]=[CH:13][N:12]=[C:11]2[NH:20][C:21]1[CH:26]=[CH:25][C:24]([F:27])=[C:23]([Cl:28])[CH:22]=1)=[O:6].C(N(C(C)C)CC)(C)C.[O:38]1[C@H:43]2[CH2:44][NH:45][CH2:46][C@@H:42]2[O:41][CH2:40][CH2:39]1.O, predict the reaction product. The product is: [Cl:28][C:23]1[CH:22]=[C:21]([NH:20][C:11]2[C:10]3[C:15](=[CH:16][C:17]([O:18][CH3:19])=[C:8]([NH:7][C:5](=[O:6])/[CH:4]=[CH:3]/[CH2:2][N:45]4[CH2:44][C@@H:43]5[O:38][CH2:39][CH2:40][O:41][C@H:42]5[CH2:46]4)[CH:9]=3)[N:14]=[CH:13][N:12]=2)[CH:26]=[CH:25][C:24]=1[F:27]. (7) Given the reactants [CH3:1][C:2]1([C:7]2[S:11][C:10]([CH2:12][N:13]3[N:17]=[C:16]([NH2:18])[CH:15]=[N:14]3)=[CH:9][CH:8]=2)[O:6]CCO1.[F:19][C:20]([F:37])([F:36])[O:21][C:22]1[CH:23]=[C:24]([C:28]2[O:32][CH:31]=[N:30][C:29]=2[C:33](O)=[O:34])[CH:25]=[CH:26][CH:27]=1, predict the reaction product. The product is: [C:2]([C:7]1[S:11][C:10]([CH2:12][N:13]2[N:17]=[C:16]([NH:18][C:33]([C:29]3[N:30]=[CH:31][O:32][C:28]=3[C:24]3[CH:25]=[CH:26][CH:27]=[C:22]([O:21][C:20]([F:36])([F:19])[F:37])[CH:23]=3)=[O:34])[CH:15]=[N:14]2)=[CH:9][CH:8]=1)(=[O:6])[CH3:1].